Dataset: Catalyst prediction with 721,799 reactions and 888 catalyst types from USPTO. Task: Predict which catalyst facilitates the given reaction. (1) Reactant: [OH:1][C:2]1[C:3](=[O:17])[NH:4][C:5](=[O:16])[N:6]([CH2:8][CH2:9][C:10]2[CH:15]=[CH:14][CH:13]=[CH:12][CH:11]=2)[N:7]=1.[CH3:18][OH:19]. Product: [OH:1][C:2]1[C:3](=[O:17])[NH:4][C:5](=[O:16])[N:6]([CH2:8][CH2:9][C:10]2[CH:15]=[CH:14][CH:13]=[CH:12][C:11]=2[O:19][CH3:18])[N:7]=1. The catalyst class is: 13. (2) Reactant: [Br:1][C:2]1[CH:3]=[C:4]2[C:8](=[CH:9][CH:10]=1)[CH2:7][C@@H:6]([NH2:11])[CH2:5]2.[CH:12](N(C(C)C)CC)(C)C.[CH2:21]([O:25][C:26]1[CH:34]=[CH:33][C:29]([C:30](Cl)=[O:31])=[CH:28][CH:27]=1)[CH2:22][CH2:23][CH3:24]. Product: [Br:1][C:2]1[CH:3]=[C:4]2[C:8](=[CH:9][CH:10]=1)[CH2:7][C@@H:6]([N:11]([CH3:12])[C:30](=[O:31])[C:29]1[CH:33]=[CH:34][C:26]([O:25][CH2:21][CH2:22][CH2:23][CH3:24])=[CH:27][CH:28]=1)[CH2:5]2. The catalyst class is: 4. (3) Reactant: [CH2:1]([O:8][C:9]1[C:10]([NH2:15])=[N:11][CH:12]=[CH:13][CH:14]=1)[C:2]1[CH:7]=[CH:6][CH:5]=[CH:4][CH:3]=1.[Br:16]Br.[OH-].[Na+]. Product: [CH2:1]([O:8][C:9]1[C:10]([NH2:15])=[N:11][CH:12]=[C:13]([Br:16])[CH:14]=1)[C:2]1[CH:3]=[CH:4][CH:5]=[CH:6][CH:7]=1. The catalyst class is: 3.